Task: Predict the reactants needed to synthesize the given product.. Dataset: Full USPTO retrosynthesis dataset with 1.9M reactions from patents (1976-2016) (1) Given the product [Cl:1][C:2]1[CH:7]=[C:6]([N:8]([CH3:22])[CH:9]2[CH2:14][CH2:13][NH:12][CH2:11][CH2:10]2)[C:5]([CH3:23])=[C:4]([CH:3]=1)[C:24]([NH:25][CH2:26][C:27]1[C:28](=[O:35])[NH:29][C:30]([CH3:34])=[CH:31][C:32]=1[CH3:33])=[O:36], predict the reactants needed to synthesize it. The reactants are: [Cl:1][C:2]1[CH:3]=[C:4]([C:24](=[O:36])[NH:25][CH2:26][C:27]2[C:28](=[O:35])[NH:29][C:30]([CH3:34])=[CH:31][C:32]=2[CH3:33])[C:5]([CH3:23])=[C:6]([N:8]([CH3:22])[CH:9]2[CH2:14][CH2:13][N:12](C(OC(C)(C)C)=O)[CH2:11][CH2:10]2)[CH:7]=1.C(O)(C(F)(F)F)=O. (2) The reactants are: [Cl:1][CH2:2][CH2:3][C:4](Cl)=[O:5].[Al+3].[Cl-].[Cl-].[Cl-].[CH3:11][C:12]1[C:17]([CH3:18])=[CH:16][CH:15]=[CH:14][C:13]=1[O:19][CH3:20]. Given the product [Cl:1][CH2:2][CH2:3][C:4]([C:16]1[CH:15]=[CH:14][C:13]([O:19][CH3:20])=[C:12]([CH3:11])[C:17]=1[CH3:18])=[O:5], predict the reactants needed to synthesize it.